From a dataset of NCI-60 drug combinations with 297,098 pairs across 59 cell lines. Regression. Given two drug SMILES strings and cell line genomic features, predict the synergy score measuring deviation from expected non-interaction effect. (1) Drug 1: CC1OCC2C(O1)C(C(C(O2)OC3C4COC(=O)C4C(C5=CC6=C(C=C35)OCO6)C7=CC(=C(C(=C7)OC)O)OC)O)O. Drug 2: CC1C(C(CC(O1)OC2CC(OC(C2O)C)OC3=CC4=CC5=C(C(=O)C(C(C5)C(C(=O)C(C(C)O)O)OC)OC6CC(C(C(O6)C)O)OC7CC(C(C(O7)C)O)OC8CC(C(C(O8)C)O)(C)O)C(=C4C(=C3C)O)O)O)O. Cell line: MCF7. Synergy scores: CSS=38.5, Synergy_ZIP=3.40, Synergy_Bliss=3.38, Synergy_Loewe=2.52, Synergy_HSA=3.62. (2) Synergy scores: CSS=23.6, Synergy_ZIP=-0.293, Synergy_Bliss=-7.93, Synergy_Loewe=-9.17, Synergy_HSA=-8.85. Cell line: HCC-2998. Drug 1: C1=C(C(=O)NC(=O)N1)F. Drug 2: CS(=O)(=O)CCNCC1=CC=C(O1)C2=CC3=C(C=C2)N=CN=C3NC4=CC(=C(C=C4)OCC5=CC(=CC=C5)F)Cl. (3) Drug 1: B(C(CC(C)C)NC(=O)C(CC1=CC=CC=C1)NC(=O)C2=NC=CN=C2)(O)O. Drug 2: CC1C(C(CC(O1)OC2CC(CC3=C2C(=C4C(=C3O)C(=O)C5=C(C4=O)C(=CC=C5)OC)O)(C(=O)CO)O)N)O.Cl. Cell line: SF-295. Synergy scores: CSS=61.1, Synergy_ZIP=2.16, Synergy_Bliss=2.27, Synergy_Loewe=4.73, Synergy_HSA=6.79. (4) Drug 1: C1=NC2=C(N=C(N=C2N1C3C(C(C(O3)CO)O)O)F)N. Drug 2: CN(CCCl)CCCl.Cl. Cell line: M14. Synergy scores: CSS=6.53, Synergy_ZIP=-3.25, Synergy_Bliss=4.03, Synergy_Loewe=1.05, Synergy_HSA=2.60. (5) Drug 1: C1=NC2=C(N=C(N=C2N1C3C(C(C(O3)CO)O)F)Cl)N. Drug 2: CC12CCC3C(C1CCC2OP(=O)(O)O)CCC4=C3C=CC(=C4)OC(=O)N(CCCl)CCCl.[Na+]. Cell line: MDA-MB-231. Synergy scores: CSS=9.14, Synergy_ZIP=-5.15, Synergy_Bliss=-4.18, Synergy_Loewe=-3.34, Synergy_HSA=-2.59. (6) Drug 1: CCCCC(=O)OCC(=O)C1(CC(C2=C(C1)C(=C3C(=C2O)C(=O)C4=C(C3=O)C=CC=C4OC)O)OC5CC(C(C(O5)C)O)NC(=O)C(F)(F)F)O. Drug 2: CC12CCC3C(C1CCC2O)C(CC4=C3C=CC(=C4)O)CCCCCCCCCS(=O)CCCC(C(F)(F)F)(F)F. Cell line: HS 578T. Synergy scores: CSS=27.0, Synergy_ZIP=-5.04, Synergy_Bliss=-6.51, Synergy_Loewe=-7.53, Synergy_HSA=-3.98. (7) Drug 1: C1CCC(CC1)NC(=O)N(CCCl)N=O. Drug 2: CN(CCCl)CCCl.Cl. Cell line: K-562. Synergy scores: CSS=30.7, Synergy_ZIP=-8.84, Synergy_Bliss=0.607, Synergy_Loewe=0.158, Synergy_HSA=0.993.